From a dataset of Reaction yield outcomes from USPTO patents with 853,638 reactions. Predict the reaction yield, written as a fraction of the theoretical maximum amount of product (1.0 means a 100% yield; for example, 0.34 means a 34% yield). (1) The reactants are O[CH:2]1[C:10]2[C:5](=[C:6]([C:11]3[O:15][C:14]([C:16]4[CH:17]=[CH:18][C:19]([O:24][CH:25]([CH3:27])[CH3:26])=[C:20]([CH:23]=4)[C:21]#[N:22])=[N:13][CH:12]=3)[CH:7]=[CH:8][CH:9]=2)[CH2:4][CH2:3]1.S(Cl)(Cl)=O.C(NCC)(C)C.[CH2:38]([CH2:40][NH2:41])[OH:39]. The catalyst is C(Cl)Cl. The product is [OH:39][CH2:38][CH2:40][NH:41][CH:2]1[C:10]2[C:5](=[C:6]([C:11]3[O:15][C:14]([C:16]4[CH:17]=[CH:18][C:19]([O:24][CH:25]([CH3:27])[CH3:26])=[C:20]([CH:23]=4)[C:21]#[N:22])=[N:13][CH:12]=3)[CH:7]=[CH:8][CH:9]=2)[CH2:4][CH2:3]1. The yield is 0.600. (2) The reactants are Cl[CH2:2][C:3]1[C:4]([S:9][CH:10]2[CH2:14][CH2:13][CH2:12][CH2:11]2)=[N:5][CH:6]=[CH:7][CH:8]=1.C[O:16][C:17](=[O:29])[CH2:18][C@H:19]1[C:23]2[CH:24]=[CH:25][C:26]([OH:28])=[CH:27][C:22]=2[O:21][CH2:20]1. No catalyst specified. The product is [CH:10]1([S:9][C:4]2[C:3]([CH2:2][O:28][C:26]3[CH:25]=[CH:24][C:23]4[C@H:19]([CH2:18][C:17]([OH:29])=[O:16])[CH2:20][O:21][C:22]=4[CH:27]=3)=[CH:8][CH:7]=[CH:6][N:5]=2)[CH2:14][CH2:13][CH2:12][CH2:11]1. The yield is 0.700. (3) The reactants are [C:1]([NH2:5])([CH3:4])([CH3:3])[CH3:2].C(N(CC)CC)C.[C:13](Cl)(=[O:18])[C:14]([CH3:17])([CH3:16])[CH3:15]. The catalyst is C(OCC)C. The product is [C:1]([NH:5][C:13](=[O:18])[C:14]([CH3:17])([CH3:16])[CH3:15])([CH3:4])([CH3:3])[CH3:2]. The yield is 0.980. (4) The reactants are [C:1]1(B(O)O)[CH:6]=[CH:5][CH:4]=[CH:3][CH:2]=1.C1(P(C2CCCCC2)[C:17]2[CH:22]=[CH:21][CH:20]=[CH:19][C:18]=2[C:23]2C(OC)=C[CH:26]=[CH:25][C:24]=2OC)CCCCC1.[C:39](=[O:42])([O-])[O-:40].[K+].[K+]. The catalyst is C([O-])(=O)C.[Pd+2].C([O-])(=O)C.C1(C)C=CC=CC=1. The product is [CH3:26][C:25]1[C:39](=[O:42])[O:40][CH:23]([C:18]2[CH:19]=[CH:20][CH:21]=[CH:22][CH:17]=2)[C:24]=1[C:1]1[CH:6]=[CH:5][CH:4]=[CH:3][CH:2]=1. The yield is 0.400. (5) The reactants are [CH2:1]([O:8][C:9](=[O:47])[NH:10][C:11]1[C:12]([C:24]([NH:26][C:27]2[CH:28]=[N:29][CH:30]=[CH:31][C:32]=2[N:33]2[CH2:38][CH2:37][CH2:36][C@H:35]([NH:39][C:40]([O:42][C:43]([CH3:46])([CH3:45])[CH3:44])=[O:41])[CH2:34]2)=[O:25])=[N:13][C:14]2[C:19]([CH:20]=1)=[CH:18][CH:17]=[C:16]([CH:21]([OH:23])[CH3:22])[CH:15]=2)[C:2]1[CH:7]=[CH:6][CH:5]=[CH:4][CH:3]=1.CC(OI1(OC(C)=O)(OC(C)=O)OC(=O)C2C=CC=CC1=2)=O. The catalyst is C(Cl)Cl. The product is [C:21]([C:16]1[CH:15]=[C:14]2[C:19]([CH:20]=[C:11]([NH:10][C:9]([O:8][CH2:1][C:2]3[CH:3]=[CH:4][CH:5]=[CH:6][CH:7]=3)=[O:47])[C:12]([C:24]([NH:26][C:27]3[CH:28]=[N:29][CH:30]=[CH:31][C:32]=3[N:33]3[CH2:38][CH2:37][CH2:36][C@H:35]([NH:39][C:40](=[O:41])[O:42][C:43]([CH3:46])([CH3:45])[CH3:44])[CH2:34]3)=[O:25])=[N:13]2)=[CH:18][CH:17]=1)(=[O:23])[CH3:22]. The yield is 1.00.